From a dataset of Full USPTO retrosynthesis dataset with 1.9M reactions from patents (1976-2016). Predict the reactants needed to synthesize the given product. (1) Given the product [CH2:30]([O:8][C:7]([C:2]1([NH2:1])[CH2:6][CH2:5][O:4][CH2:3]1)=[O:9])[CH2:29][C:23]1[CH:28]=[CH:27][CH:26]=[CH:25][CH:24]=1, predict the reactants needed to synthesize it. The reactants are: [NH2:1][C:2]1([C:7]([OH:9])=[O:8])[CH2:6][CH2:5][O:4][CH2:3]1.CC1C=CC(S(O)(=O)=O)=CC=1.O.O.[C:23]1([CH2:29][CH2:30]O)[CH:28]=[CH:27][CH:26]=[CH:25][CH:24]=1. (2) Given the product [CH:1]([C:3]1[CH:4]=[CH:5][C:6](/[CH:9]=[CH:10]/[C:11]([NH:23][C:24]2[CH:29]=[C:28]([C:30]3[S:31][CH:32]=[CH:33][CH:34]=3)[CH:27]=[CH:26][C:25]=2[NH:35][C:36](=[O:42])[O:37][C:38]([CH3:40])([CH3:39])[CH3:41])=[O:13])=[CH:7][CH:8]=1)=[O:2], predict the reactants needed to synthesize it. The reactants are: [CH:1]([C:3]1[CH:8]=[CH:7][C:6](/[CH:9]=[CH:10]/[C:11]([OH:13])=O)=[CH:5][CH:4]=1)=[O:2].S(Cl)(Cl)=O.CN(C)C=O.[NH2:23][C:24]1[CH:29]=[C:28]([C:30]2[S:31][CH:32]=[CH:33][CH:34]=2)[CH:27]=[CH:26][C:25]=1[NH:35][C:36](=[O:42])[O:37][C:38]([CH3:41])([CH3:40])[CH3:39]. (3) Given the product [Br:36][C:37]1[CH:42]=[CH:41][C:40]([S:43]([N:46]2[CH2:51][CH2:50][CH:49]([CH2:52][O:53][C:54]3[C:62]([CH:63]4[CH2:65][CH2:64]4)=[CH:61][C:57]([C:58]([NH:46][S:43]([CH3:40])(=[O:45])=[O:44])=[O:59])=[C:56]([F:66])[CH:55]=3)[CH2:48][CH2:47]2)(=[O:45])=[O:44])=[CH:39][C:38]=1[F:67], predict the reactants needed to synthesize it. The reactants are: ClC1C(F)=C(C=C(C(F)(F)F)C=1)CN1CCC(COC2C(C3CC3)=CC(C(O)=O)=C(F)C=2)(F)CC1.[Br:36][C:37]1[CH:42]=[CH:41][C:40]([S:43]([N:46]2[CH2:51][CH2:50][CH:49]([CH2:52][O:53][C:54]3[C:62]([CH:63]4[CH2:65][CH2:64]4)=[CH:61][C:57]([C:58](O)=[O:59])=[C:56]([F:66])[CH:55]=3)[CH2:48][CH2:47]2)(=[O:45])=[O:44])=[CH:39][C:38]=1[F:67]. (4) Given the product [CH2:19]([O:5][C:4]1[C:3]([O:9][C@H:8]([C@H:10]([CH2:12][OH:13])[OH:11])[C:6]=1[OH:7])=[O:2])[CH:20]([CH2:22][OH:23])[OH:21], predict the reactants needed to synthesize it. The reactants are: O.[O:2]=[C:3]1[O:9][C@H:8]([C@H:10]([CH2:12][OH:13])[OH:11])[C:6]([OH:7])=[C:4]1[OH:5].C(=O)([O-])O.[Na+].[CH2:19]1[O:21][CH:20]1[CH2:22][OH:23].